This data is from Forward reaction prediction with 1.9M reactions from USPTO patents (1976-2016). The task is: Predict the product of the given reaction. (1) Given the reactants Cl[C:2]1[C:3]2[C:4](=[CH:16][N:17](CC3C=CC(OC)=CC=3)[N:18]=2)[N:5]=[C:6]([C:8]2[CH:13]=[CH:12][C:11]([O:14][CH3:15])=[CH:10][CH:9]=2)[N:7]=1.[NH2:28][C:29]1[CH:30]=[C:31]([OH:35])[CH:32]=[CH:33][CH:34]=1.Cl, predict the reaction product. The product is: [CH3:15][O:14][C:11]1[CH:10]=[CH:9][C:8]([C:6]2[N:7]=[C:2]([NH:28][C:29]3[CH:30]=[C:31]([OH:35])[CH:32]=[CH:33][CH:34]=3)[C:3]3[NH:18][N:17]=[CH:16][C:4]=3[N:5]=2)=[CH:13][CH:12]=1. (2) Given the reactants [CH:1]([N:14]1[CH2:17][CH:16]([OH:18])[CH2:15]1)([C:8]1[CH:13]=[CH:12][CH:11]=[CH:10][CH:9]=1)C1C=CC=CC=1.C(N(CC)CC)C.C(O)=O.[O:29](C1C=CC(C=O)=CC=1)[C:30]1[CH:35]=[CH:34][CH:33]=[CH:32][CH:31]=1.C(O[BH-](OC(=O)C)OC(=O)C)(=O)C.[Na+].Cl, predict the reaction product. The product is: [O:29]([C:11]1[CH:10]=[CH:9][C:8]([CH2:1][N:14]2[CH2:15][CH:16]([OH:18])[CH2:17]2)=[CH:13][CH:12]=1)[C:30]1[CH:35]=[CH:34][CH:33]=[CH:32][CH:31]=1. (3) The product is: [O:6]1[CH:1]=[N:3][N:4]=[C:5]1[CH:7]1[CH2:11][N:10]([C:12]2[CH:13]=[N:14][N:15]3[CH2:20][C@H:19]([CH3:21])[N:18]([C:22]([O:24][C:25]([CH3:27])([CH3:28])[CH3:26])=[O:23])[CH2:17][C:16]=23)[C:9](=[O:29])[CH2:8]1. Given the reactants [CH:1]([NH:3][NH:4][C:5]([CH:7]1[CH2:11][N:10]([C:12]2[CH:13]=[N:14][N:15]3[CH2:20][C@H:19]([CH3:21])[N:18]([C:22]([O:24][C:25]([CH3:28])([CH3:27])[CH3:26])=[O:23])[CH2:17][C:16]=23)[C:9](=[O:29])[CH2:8]1)=[O:6])=O.C1(P(C2C=CC=CC=2)C2C=CC=CC=2)C=CC=CC=1.C(N(CC)CC)C.C(Cl)(Cl)(Cl)Cl, predict the reaction product. (4) Given the reactants C1C=C(Cl)C=C(C(OO)=O)C=1.[CH2:12]([N:14]1[C:18]([C:19]2[S:29][C:22]3[N:23]=[CH:24][N:25]=[C:26](SC)[C:21]=3[CH:20]=2)=[C:17]([C:30]2[CH:35]=[CH:34][CH:33]=[CH:32][CH:31]=2)[N:16]=[CH:15]1)[CH3:13].[NH3:36], predict the reaction product. The product is: [NH3:14].[CH2:12]([N:14]1[C:18]([C:19]2[S:29][C:22]3[N:23]=[CH:24][N:25]=[C:26]([NH2:36])[C:21]=3[CH:20]=2)=[C:17]([C:30]2[CH:35]=[CH:34][CH:33]=[CH:32][CH:31]=2)[N:16]=[CH:15]1)[CH3:13]. (5) Given the reactants [CH3:1][O:2][C:3]1[CH:8]=[CH:7][C:6]([CH2:9][C:10]([NH:12][C:13]2[CH:21]=[CH:20][C:16]([C:17]([OH:19])=O)=[CH:15][CH:14]=2)=[O:11])=[CH:5][CH:4]=1.[CH2:22]([O:29][C:30]1[CH:55]=[CH:54][C:33]([CH2:34][C:35]2[NH:39][C:38]3[CH:40]=[CH:41][C:42]([CH2:44][NH:45][CH2:46][C:47]([O:49][C:50]([CH3:53])([CH3:52])[CH3:51])=[O:48])=[CH:43][C:37]=3[N:36]=2)=[CH:32][CH:31]=1)[CH2:23][CH2:24][CH2:25][CH2:26][CH2:27][CH3:28].CN(C(ON1N=NC2C=CC=NC1=2)=[N+](C)C)C.F[P-](F)(F)(F)(F)F, predict the reaction product. The product is: [CH2:22]([O:29][C:30]1[CH:55]=[CH:54][C:33]([CH2:34][C:35]2[NH:39][C:38]3[CH:40]=[CH:41][C:42]([CH2:44][N:45]([CH2:46][C:47]([O:49][C:50]([CH3:53])([CH3:52])[CH3:51])=[O:48])[C:17](=[O:19])[C:16]4[CH:15]=[CH:14][C:13]([NH:12][C:10](=[O:11])[CH2:9][C:6]5[CH:5]=[CH:4][C:3]([O:2][CH3:1])=[CH:8][CH:7]=5)=[CH:21][CH:20]=4)=[CH:43][C:37]=3[N:36]=2)=[CH:32][CH:31]=1)[CH2:23][CH2:24][CH2:25][CH2:26][CH2:27][CH3:28]. (6) Given the reactants [F:1][C:2]1[CH:7]=[CH:6][C:5]([C:8]([C:10]2[CH:15]=[CH:14][C:13]([OH:16])=[C:12](I)[CH:11]=2)=[O:9])=[CH:4][CH:3]=1.[CH2:18]([N:22]1[CH2:26][CH2:25][CH2:24][C@H:23]1[CH3:27])[CH2:19][C:20]#[CH:21].C(#N)C.CC1C=CC(P(C2C=CC(C)=CC=2)C2C=CC(C)=CC=2)=CC=1.C(NC(C)C)(C)C, predict the reaction product. The product is: [F:1][C:2]1[CH:7]=[CH:6][C:5]([C:8]([C:10]2[CH:15]=[CH:14][C:13]3[O:16][C:20]([CH2:19][CH2:18][N:22]4[CH2:26][CH2:25][CH2:24][C@H:23]4[CH3:27])=[CH:21][C:12]=3[CH:11]=2)=[O:9])=[CH:4][CH:3]=1.